This data is from Merck oncology drug combination screen with 23,052 pairs across 39 cell lines. The task is: Regression. Given two drug SMILES strings and cell line genomic features, predict the synergy score measuring deviation from expected non-interaction effect. (1) Drug 1: Nc1ccn(C2OC(CO)C(O)C2(F)F)c(=O)n1. Drug 2: NC1(c2ccc(-c3nc4ccn5c(=O)[nH]nc5c4cc3-c3ccccc3)cc2)CCC1. Cell line: OVCAR3. Synergy scores: synergy=-7.25. (2) Synergy scores: synergy=11.5. Drug 1: O=c1[nH]cc(F)c(=O)[nH]1. Cell line: UACC62. Drug 2: C=CCn1c(=O)c2cnc(Nc3ccc(N4CCN(C)CC4)cc3)nc2n1-c1cccc(C(C)(C)O)n1. (3) Drug 1: CN(Cc1cnc2nc(N)nc(N)c2n1)c1ccc(C(=O)NC(CCC(=O)O)C(=O)O)cc1. Drug 2: O=C(CCCCCCC(=O)Nc1ccccc1)NO. Cell line: A2780. Synergy scores: synergy=-21.1. (4) Synergy scores: synergy=37.7. Cell line: KPL1. Drug 1: N#Cc1ccc(Cn2cncc2CN2CCN(c3cccc(Cl)c3)C(=O)C2)cc1. Drug 2: COC1CC2CCC(C)C(O)(O2)C(=O)C(=O)N2CCCCC2C(=O)OC(C(C)CC2CCC(OP(C)(C)=O)C(OC)C2)CC(=O)C(C)C=C(C)C(O)C(OC)C(=O)C(C)CC(C)C=CC=CC=C1C. (5) Drug 1: N#Cc1ccc(Cn2cncc2CN2CCN(c3cccc(Cl)c3)C(=O)C2)cc1. Drug 2: Cn1c(=O)n(-c2ccc(C(C)(C)C#N)cc2)c2c3cc(-c4cnc5ccccc5c4)ccc3ncc21. Cell line: UWB1289. Synergy scores: synergy=35.2.